Dataset: Catalyst prediction with 721,799 reactions and 888 catalyst types from USPTO. Task: Predict which catalyst facilitates the given reaction. (1) Reactant: [CH3:1][C:2]1([CH3:17])[C:6](=[O:7])[NH:5][N:4]=[C:3]1[C:8]1[CH:13]=[CH:12][C:11]([N+:14]([O-])=O)=[CH:10][CH:9]=1. Product: [NH2:14][C:11]1[CH:10]=[CH:9][C:8]([C:3]2[C:2]([CH3:1])([CH3:17])[C:6](=[O:7])[NH:5][N:4]=2)=[CH:13][CH:12]=1. The catalyst class is: 50. (2) Reactant: C([O:8][C:9]1[CH:10]=[C:11]2[C:16](=[CH:17][CH:18]=1)[N:15]([CH:19]1[CH2:24][CH2:23][S:22](=[O:25])[CH2:21][CH2:20]1)[C:14](=[O:26])[N:13]([CH2:27][C:28]1[CH:33]=[CH:32][C:31]([O:34][CH3:35])=[C:30]([O:36][CH3:37])[CH:29]=1)[C:12]2=[O:38])C1C=CC=CC=1. Product: [CH3:37][O:36][C:30]1[CH:29]=[C:28]([CH:33]=[CH:32][C:31]=1[O:34][CH3:35])[CH2:27][N:13]1[C:12](=[O:38])[C:11]2[C:16](=[CH:17][CH:18]=[C:9]([OH:8])[CH:10]=2)[N:15]([CH:19]2[CH2:20][CH2:21][S:22](=[O:25])[CH2:23][CH2:24]2)[C:14]1=[O:26]. The catalyst class is: 106. (3) Reactant: [NH2:1][C:2]1[C:3]([C:22]#[C:23][CH2:24][CH2:25][CH2:26][CH2:27][C:28]([OH:30])=[O:29])=[N:4][C:5]([C:15]2[CH:20]=[CH:19][C:18]([CH3:21])=[CH:17][CH:16]=2)=[C:6]([C:8]2[CH:13]=[CH:12][C:11]([CH3:14])=[CH:10][CH:9]=2)[N:7]=1.CC(C)([O-])C.[K+].O. Product: [C:18]1([CH3:21])[CH:19]=[CH:20][C:15]([C:5]2[N:4]=[C:3]3[CH:22]=[C:23]([CH2:24][CH2:25][CH2:26][CH2:27][C:28]([OH:30])=[O:29])[NH:1][C:2]3=[N:7][C:6]=2[C:8]2[CH:13]=[CH:12][C:11]([CH3:14])=[CH:10][CH:9]=2)=[CH:16][CH:17]=1. The catalyst class is: 107. (4) Reactant: [CH2:1]([O:8][CH2:9][CH2:10][CH2:11][C@@H:12]1[CH2:16][CH2:15][N:14]([C:17]2[CH:18]=[N:19][CH:20]=[C:21]([O:23][CH2:24][C@@H:25]3[CH2:29][CH2:28][CH2:27][NH:26]3)[CH:22]=2)[CH2:13]1)[C:2]1[CH:7]=[CH:6][CH:5]=[CH:4][CH:3]=1.[ClH:30]. Product: [ClH:30].[CH2:1]([O:8][CH2:9][CH2:10][CH2:11][C@@H:12]1[CH2:16][CH2:15][N:14]([C:17]2[CH:18]=[N:19][CH:20]=[C:21]([O:23][CH2:24][C@@H:25]3[CH2:29][CH2:28][CH2:27][NH:26]3)[CH:22]=2)[CH2:13]1)[C:2]1[CH:3]=[CH:4][CH:5]=[CH:6][CH:7]=1. The catalyst class is: 5. (5) Reactant: [F:1][C:2]1[C:10]([O:11][C:12]2[C:21]3[C:16](=[CH:17][C:18]([O:24][CH2:25][CH2:26][CH2:27][N:28]4[CH2:33][CH2:32][NH:31][CH2:30][CH2:29]4)=[C:19]([O:22][CH3:23])[CH:20]=3)[N:15]=[CH:14][N:13]=2)=[CH:9][CH:8]=[C:7]2[C:3]=1[CH:4]=[C:5]([CH3:34])[NH:6]2.I[CH2:36][C:37]([NH2:39])=[O:38]. Product: [C:37]([CH2:36][N:31]1[CH2:32][CH2:33][N:28]([CH2:27][CH2:26][CH2:25][O:24][C:18]2[CH:17]=[C:16]3[C:21]([C:12]([O:11][C:10]4[C:2]([F:1])=[C:3]5[C:7](=[CH:8][CH:9]=4)[NH:6][C:5]([CH3:34])=[CH:4]5)=[N:13][CH:14]=[N:15]3)=[CH:20][C:19]=2[O:22][CH3:23])[CH2:29][CH2:30]1)(=[O:38])[NH2:39]. The catalyst class is: 10. (6) Reactant: [CH3:1][O:2][C:3]1[CH:8]=[CH:7][C:6]([N:9]2[C:13]3([CH2:18][CH2:17][N:16]([CH2:19][CH2:20][CH2:21][N:22]4[C:26]5[CH:27]=[CH:28][CH:29]=[CH:30][C:25]=5[S:24][C:23]4=[O:31])[CH2:15][CH2:14]3)[C:12](=[O:32])[N:11]([CH2:33][C:34]3[CH:35]=[C:36]([CH:41]=[CH:42][CH:43]=3)[C:37]([O:39]C)=[O:38])[CH2:10]2)=[CH:5][CH:4]=1.O.[OH-].[Li+]. Product: [CH3:1][O:2][C:3]1[CH:8]=[CH:7][C:6]([N:9]2[C:13]3([CH2:18][CH2:17][N:16]([CH2:19][CH2:20][CH2:21][N:22]4[C:26]5[CH:27]=[CH:28][CH:29]=[CH:30][C:25]=5[S:24][C:23]4=[O:31])[CH2:15][CH2:14]3)[C:12](=[O:32])[N:11]([CH2:33][C:34]3[CH:35]=[C:36]([CH:41]=[CH:42][CH:43]=3)[C:37]([OH:39])=[O:38])[CH2:10]2)=[CH:5][CH:4]=1. The catalyst class is: 24. (7) Reactant: [CH3:1][C:2]1[CH:8]=[CH:7][C:5]([NH2:6])=[C:4]([N+:9]([O-:11])=[O:10])[CH:3]=1.[CH2:12]([O:19][C:20]1[CH:25]=[CH:24][C:23](Br)=[CH:22][CH:21]=1)[C:13]1[CH:18]=[CH:17][CH:16]=[CH:15][CH:14]=1.C(=O)([O-])[O-].[K+].[K+]. Product: [CH2:12]([O:19][C:20]1[CH:25]=[CH:24][C:23]([NH:6][C:5]2[CH:7]=[CH:8][C:2]([CH3:1])=[CH:3][C:4]=2[N+:9]([O-:11])=[O:10])=[CH:22][CH:21]=1)[C:13]1[CH:18]=[CH:17][CH:16]=[CH:15][CH:14]=1. The catalyst class is: 673. (8) Reactant: C[O:2][CH:3](OC)[CH2:4][C:5]1[CH:6]=[C:7]2[C:11](=[CH:12][CH:13]=1)[C:10](=[C:14]1[C:22]3[C:17](=[CH:18][CH:19]=[C:20]([F:23])[CH:21]=3)[NH:16][C:15]1=[O:24])[O:9][C:8]2([CH3:26])[CH3:25].S(=O)(=O)(O)O.O. Product: [F:23][C:20]1[CH:21]=[C:22]2[C:17](=[CH:18][CH:19]=1)[NH:16][C:15](=[O:24])[C:14]2=[C:10]1[C:11]2[C:7](=[CH:6][C:5]([CH2:4][CH:3]=[O:2])=[CH:13][CH:12]=2)[C:8]([CH3:26])([CH3:25])[O:9]1. The catalyst class is: 1.